The task is: Predict the reactants needed to synthesize the given product.. This data is from Full USPTO retrosynthesis dataset with 1.9M reactions from patents (1976-2016). (1) Given the product [CH3:30][O:29][C:27]1[CH:26]=[CH:25][C:3]2[N:4]([CH2:5][CH2:6][N:7]3[CH2:12][CH2:11][N:10]([C:13]4[CH:18]=[CH:17][C:16]([O:19][CH3:20])=[C:15]([C:21]([F:22])([F:24])[F:23])[CH:14]=4)[CH2:9][CH2:8]3)[C:31](=[O:32])[NH:1][C:2]=2[CH:28]=1, predict the reactants needed to synthesize it. The reactants are: [NH2:1][C:2]1[CH:28]=[C:27]([O:29][CH3:30])[CH:26]=[CH:25][C:3]=1[NH:4][CH2:5][CH2:6][N:7]1[CH2:12][CH2:11][N:10]([C:13]2[CH:18]=[CH:17][C:16]([O:19][CH3:20])=[C:15]([C:21]([F:24])([F:23])[F:22])[CH:14]=2)[CH2:9][CH2:8]1.[C:31](N1C=CN=C1)(N1C=CN=C1)=[O:32]. (2) Given the product [CH:1]([N:4]1[C:8]([C:9]2[S:10][C:11]3[CH2:12][CH2:13][O:14][C:15]4[CH:22]=[C:21]([CH:23]5[CH2:28][CH2:27][N:26]([C:29]([CH3:33])([CH3:32])[C:30]([NH2:31])=[O:35])[CH2:25][CH2:24]5)[CH:20]=[CH:19][C:16]=4[C:17]=3[N:18]=2)=[N:7][CH:6]=[N:5]1)([CH3:3])[CH3:2], predict the reactants needed to synthesize it. The reactants are: [CH:1]([N:4]1[C:8]([C:9]2[S:10][C:11]3[CH2:12][CH2:13][O:14][C:15]4[CH:22]=[C:21]([CH:23]5[CH2:28][CH2:27][N:26]([C:29]([CH3:33])([CH3:32])[C:30]#[N:31])[CH2:25][CH2:24]5)[CH:20]=[CH:19][C:16]=4[C:17]=3[N:18]=2)=[N:7][CH:6]=[N:5]1)([CH3:3])[CH3:2].S(=O)(=O)(O)[OH:35].C(=O)([O-])[O-].[Na+].[Na+]. (3) The reactants are: [Br:1][C:2]1[CH:3]=[C:4]([C:11]([C:14]2[CH:15]=[C:16]([CH2:20][OH:21])[CH:17]=[CH:18][CH:19]=2)([CH3:13])[CH3:12])[CH:5]=[C:6]([N+:8]([O-:10])=[O:9])[CH:7]=1.[CH3:22][S:23](Cl)(=[O:25])=[O:24].CCN(C(C)C)C(C)C. Given the product [CH3:22][S:23]([O:21][CH2:20][C:16]1[CH:17]=[CH:18][CH:19]=[C:14]([C:11]([C:4]2[CH:5]=[C:6]([N+:8]([O-:10])=[O:9])[CH:7]=[C:2]([Br:1])[CH:3]=2)([CH3:13])[CH3:12])[CH:15]=1)(=[O:25])=[O:24], predict the reactants needed to synthesize it. (4) Given the product [F:51][C:48]([F:49])([F:50])[C:46]1[O:47][C:43]([CH3:42])=[CH:44][C:45]=1[S:52]([O:1][C:2]1[CH:10]=[CH:9][C:8]([C:11]2[N:12]([C:27]([O:29][C:30]([CH3:31])([CH3:33])[CH3:32])=[O:28])[C:13]3[C:18]([CH:19]=2)=[CH:17][C:16]([CH2:20][N:21]2[CH2:26][CH2:25][CH2:24][CH2:23][CH2:22]2)=[CH:15][CH:14]=3)=[C:7]2[C:3]=1[CH2:4][NH:5][C:6]2=[O:34])(=[O:54])=[O:53], predict the reactants needed to synthesize it. The reactants are: [OH:1][C:2]1[CH:10]=[CH:9][C:8]([C:11]2[N:12]([C:27]([O:29][C:30]([CH3:33])([CH3:32])[CH3:31])=[O:28])[C:13]3[C:18]([CH:19]=2)=[CH:17][C:16]([CH2:20][N:21]2[CH2:26][CH2:25][CH2:24][CH2:23][CH2:22]2)=[CH:15][CH:14]=3)=[C:7]2[C:3]=1[CH2:4][NH:5][C:6]2=[O:34].C(N(CC)CC)C.[CH3:42][C:43]1[O:47][C:46]([C:48]([F:51])([F:50])[F:49])=[C:45]([S:52](Cl)(=[O:54])=[O:53])[CH:44]=1. (5) Given the product [CH:19]1([NH:18][C:17]([C:14]2([CH2:26][C:27]3[CH:32]=[CH:31][C:30]([NH:33][C:57](=[O:48])[CH3:59])=[CH:29][CH:28]=3)[CH2:13][CH2:12][N:11]([C:9](=[O:10])[CH:8]([NH2:7])[CH2:34][C:35]3[S:36][CH:37]=[CH:38][CH:39]=3)[CH2:16][CH2:15]2)=[O:25])[CH2:20][CH2:21][CH2:22][CH2:23][CH2:24]1, predict the reactants needed to synthesize it. The reactants are: C(OC(=O)[NH:7][CH:8]([CH2:34][C:35]1[S:36][CH:37]=[CH:38][CH:39]=1)[C:9]([N:11]1[CH2:16][CH2:15][C:14]([CH2:26][C:27]2[CH:32]=[CH:31][C:30]([NH2:33])=[CH:29][CH:28]=2)([C:17](=[O:25])[NH:18][CH:19]2[CH2:24][CH2:23][CH2:22][CH2:21][CH2:20]2)[CH2:13][CH2:12]1)=[O:10])(C)(C)C.N1C=CC=CC=1S(Cl)(=O)=[O:48].C(N([CH:57]([CH3:59])C)CC)(C)C.